This data is from hERG potassium channel inhibition data for cardiac toxicity prediction from Karim et al.. The task is: Regression/Classification. Given a drug SMILES string, predict its toxicity properties. Task type varies by dataset: regression for continuous values (e.g., LD50, hERG inhibition percentage) or binary classification for toxic/non-toxic outcomes (e.g., AMES mutagenicity, cardiotoxicity, hepatotoxicity). Dataset: herg_karim. The compound is CCn1nc(Cc2ccc(OC(C)C)cc2)cc1C1CCN(CC2CN([C@@H](C(=O)O)C(C)(C)C)C[C@@H]2c2cccc(F)c2)CC1. The result is 1 (blocker).